Task: Predict which catalyst facilitates the given reaction.. Dataset: Catalyst prediction with 721,799 reactions and 888 catalyst types from USPTO (1) The catalyst class is: 17. Product: [CH2:16]([N:11]1[CH2:10][CH:9]2[C:8]([C:4]3[CH:3]=[C:2]([NH:1][S:28]([CH2:27][CH2:26][O:25][CH3:24])(=[O:30])=[O:29])[CH:7]=[CH:6][CH:5]=3)([OH:23])[CH:13]([CH2:14][CH2:15]2)[CH2:12]1)[C:17]1[CH:18]=[CH:19][CH:20]=[CH:21][CH:22]=1. Reactant: [NH2:1][C:2]1[CH:3]=[C:4]([C:8]2([OH:23])[CH:13]3[CH2:14][CH2:15][CH:9]2[CH2:10][N:11]([CH2:16][C:17]2[CH:22]=[CH:21][CH:20]=[CH:19][CH:18]=2)[CH2:12]3)[CH:5]=[CH:6][CH:7]=1.[CH3:24][O:25][CH2:26][CH2:27][S:28](Cl)(=[O:30])=[O:29].O. (2) Reactant: [CH3:1][NH:2][NH2:3].[F:4][C:5]([F:16])([F:15])[C:6](=O)[CH:7]([CH3:13])[C:8](OCC)=[O:9].Cl. Product: [CH3:1][N:2]1[C:8]([OH:9])=[C:7]([CH3:13])[C:6]([C:5]([F:16])([F:15])[F:4])=[N:3]1. The catalyst class is: 8. (3) Reactant: C([O:11][C@@H:12]1[CH2:20][C:19]2[C:14](=[CH:15][C:16]([N+:21]([O-:23])=[O:22])=[CH:17][CH:18]=2)[C@H:13]1[NH2:24])(=O)C(C1C=CC=CC=1)O.[OH-].[Na+].[C:27]1([C:36]2[CH:41]=[CH:40][CH:39]=[CH:38][CH:37]=2)[CH:32]=[CH:31][C:30]([C:33](Cl)=[O:34])=[CH:29][CH:28]=1. Product: [N+:21]([C:16]1[CH:15]=[C:14]2[C:19]([CH2:20][CH:12]([OH:11])[C@@H:13]2[NH:24][C:33]([C:30]2[CH:31]=[CH:32][C:27]([C:36]3[CH:37]=[CH:38][CH:39]=[CH:40][CH:41]=3)=[CH:28][CH:29]=2)=[O:34])=[CH:18][CH:17]=1)([O-:23])=[O:22]. The catalyst class is: 11. (4) Reactant: [Cl:1][C:2]1[CH:3]=[CH:4][C:5]2[N:11]3[C:12]([C:15]([F:18])([F:17])[F:16])=[N:13][N:14]=[C:10]3[C@@H:9]([C:19]([O:21]C(C)C)=[O:20])[CH2:8][C@H:7]([C:25]3[CH:30]=[CH:29][CH:28]=[C:27]([O:31][CH3:32])[C:26]=3[O:33][CH3:34])[C:6]=2[CH:35]=1.[OH-].[K+].Cl. Product: [Cl:1][C:2]1[CH:3]=[CH:4][C:5]2[N:11]3[C:12]([C:15]([F:18])([F:16])[F:17])=[N:13][N:14]=[C:10]3[C@@H:9]([C:19]([OH:21])=[O:20])[CH2:8][C@H:7]([C:25]3[CH:30]=[CH:29][CH:28]=[C:27]([O:31][CH3:32])[C:26]=3[O:33][CH3:34])[C:6]=2[CH:35]=1. The catalyst class is: 8. (5) Reactant: CC1C=CC(S(O[CH2:12][C@@H:13]2[O:25][C:17]3=[C:18]4[C:22](=[CH:23][CH:24]=[C:16]3[O:15][CH2:14]2)[NH:21][CH:20]=[CH:19]4)(=O)=O)=CC=1.[F:26][C:27]1[CH:28]=[C:29]2[C:33](=[CH:34][CH:35]=1)[NH:32][CH:31]=[C:30]2[C:36]1[CH2:37][CH2:38][NH:39][CH2:40][CH:41]=1. Product: [F:26][C:27]1[CH:28]=[C:29]2[C:33](=[CH:34][CH:35]=1)[NH:32][CH:31]=[C:30]2[C:36]1[CH2:37][CH2:38][N:39]([CH2:12][CH:13]2[O:25][C:17]3=[C:18]4[C:22](=[CH:23][CH:24]=[C:16]3[O:15][CH2:14]2)[NH:21][CH:20]=[CH:19]4)[CH2:40][CH:41]=1. The catalyst class is: 148. (6) Product: [C:1]1([CH:7]2[CH2:11][CH2:10][CH2:9][CH:8]2[NH:12][C:20](=[O:22])[CH3:21])[CH:6]=[CH:5][CH:4]=[CH:3][CH:2]=1. Reactant: [C:1]1([C@@H:7]2[CH2:11][CH2:10][CH2:9][C@H:8]2[NH2:12])[CH:6]=[CH:5][CH:4]=[CH:3][CH:2]=1.C(N(CC)CC)C.[C:20](OC(=O)C)(=[O:22])[CH3:21]. The catalyst class is: 13. (7) Product: [NH2:17][C@H:12]1[CH2:13][CH2:14][CH2:15][CH2:16][C@H:11]1[NH:10][C:7]1[N:8]=[N:9][C:4]([C:1]([NH2:2])=[O:3])=[C:5]([NH:25][C:26]2[CH:31]=[CH:30][C:29]([O:32][CH3:33])=[C:28]([CH:34]([CH3:36])[CH3:35])[N:27]=2)[CH:6]=1. Reactant: [C:1]([C:4]1[N:9]=[N:8][C:7]([NH:10][C@@H:11]2[CH2:16][CH2:15][CH2:14][CH2:13][C@@H:12]2[NH:17]C(=O)OC(C)(C)C)=[CH:6][C:5]=1[NH:25][C:26]1[CH:31]=[CH:30][C:29]([O:32][CH3:33])=[C:28]([CH:34]([CH3:36])[CH3:35])[N:27]=1)(=[O:3])[NH2:2].FC(F)(F)C(O)=O. The catalyst class is: 4. (8) Reactant: Br[C:2]1[CH:11]=[CH:10][CH:9]=[C:8]2[C:3]=1[CH:4]=[CH:5][C:6]([NH:12][CH2:13][C:14]1[CH:19]=[CH:18][CH:17]=[CH:16][C:15]=1[O:20][CH3:21])=[N:7]2.[N:22]1[CH:27]=[CH:26][CH:25]=[C:24]([CH2:28][NH2:29])[CH:23]=1. Product: [CH3:21][O:20][C:15]1[CH:16]=[CH:17][CH:18]=[CH:19][C:14]=1[CH2:13][NH:12][C:6]1[CH:5]=[CH:4][C:3]2[C:2]([NH:29][CH2:28][C:24]3[CH:23]=[N:22][CH:27]=[CH:26][CH:25]=3)=[CH:11][CH:10]=[CH:9][C:8]=2[N:7]=1. The catalyst class is: 12.